Dataset: Reaction yield outcomes from USPTO patents with 853,638 reactions. Task: Predict the reaction yield, written as a fraction of the theoretical maximum amount of product (1.0 means a 100% yield; for example, 0.34 means a 34% yield). (1) The reactants are [F:1][C:2]1[C:7]([N:8]2[CH2:13][CH2:12][O:11][CH2:10][CH2:9]2)=[CH:6][C:5]([N:14]2[CH2:18][C@H:17]([CH2:19][NH:20][C:21](=[O:23])[CH3:22])[O:16][C:15]2=[O:24])=[C:4]([N+:25]([O-])=O)[CH:3]=1.[H][H]. The catalyst is [Pd].CO. The product is [NH2:25][C:4]1[CH:3]=[C:2]([F:1])[C:7]([N:8]2[CH2:13][CH2:12][O:11][CH2:10][CH2:9]2)=[CH:6][C:5]=1[N:14]1[CH2:18][C@H:17]([CH2:19][NH:20][C:21](=[O:23])[CH3:22])[O:16][C:15]1=[O:24]. The yield is 0.869. (2) The reactants are [CH2:1]([O:8][C:9]1[C:14]([F:15])=[CH:13][C:12]([C:16]2[N+:21]([O-])=[CH:20][C:19]3[C:23]([I:32])=[N:24][N:25]([CH:26]4[CH2:31][CH2:30][CH2:29][CH2:28][O:27]4)[C:18]=3[CH:17]=2)=[C:11]([CH2:33][C:34]([F:37])([F:36])[F:35])[CH:10]=1)[C:2]1[CH:7]=[CH:6][CH:5]=[CH:4][CH:3]=1.[CH3:38][N:39]([S:60]([CH3:63])(=[O:62])=[O:61])[C:40]1[CH:59]=[CH:58][CH:57]=[CH:56][C:41]=1[CH2:42][NH:43]C(=O)OC1C=CC([N+]([O-])=O)=CC=1.C(N(CC)CC)C. The catalyst is CN(C=O)C. The product is [CH2:1]([O:8][C:9]1[C:14]([F:15])=[CH:13][C:12]([C:16]2[N:21]=[C:20]([NH:43][CH2:42][C:41]3[CH:56]=[CH:57][CH:58]=[CH:59][C:40]=3[N:39]([CH3:38])[S:60]([CH3:63])(=[O:62])=[O:61])[C:19]3[C:23]([I:32])=[N:24][N:25]([CH:26]4[CH2:31][CH2:30][CH2:29][CH2:28][O:27]4)[C:18]=3[CH:17]=2)=[C:11]([CH2:33][C:34]([F:37])([F:36])[F:35])[CH:10]=1)[C:2]1[CH:7]=[CH:6][CH:5]=[CH:4][CH:3]=1. The yield is 0.830. (3) The reactants are CCN(C(C)C)C(C)C.[C:10]1([C:30]2[CH:35]=[CH:34][CH:33]=[CH:32][CH:31]=2)[CH:15]=[CH:14][C:13]([CH:16]([N:18]([CH2:26][C:27](O)=[O:28])[C:19]([O:21][C:22]([CH3:25])([CH3:24])[CH3:23])=[O:20])[CH3:17])=[CH:12][CH:11]=1.C1C=CC2N(O)N=NC=2C=1.CCN=C=NCCCN(C)C.Cl.[F:58][C:59]1[CH:60]=[CH:61][C:62]([C:73]([F:76])([F:75])[F:74])=[C:63]([C:65]([N:67]2[CH2:72][CH2:71][NH:70][CH2:69][CH2:68]2)=[O:66])[CH:64]=1. The catalyst is CN(C=O)C.O. The product is [C:22]([O:21][C:19](=[O:20])[N:18]([CH:16]([C:13]1[CH:14]=[CH:15][C:10]([C:30]2[CH:35]=[CH:34][CH:33]=[CH:32][CH:31]=2)=[CH:11][CH:12]=1)[CH3:17])[CH2:26][C:27]([N:70]1[CH2:71][CH2:72][N:67]([C:65](=[O:66])[C:63]2[CH:64]=[C:59]([F:58])[CH:60]=[CH:61][C:62]=2[C:73]([F:76])([F:74])[F:75])[CH2:68][CH2:69]1)=[O:28])([CH3:23])([CH3:24])[CH3:25]. The yield is 0.276. (4) The reactants are O[C@@H:2]1[CH2:6][N:5]([C:7](OC(C)(C)C)=O)[C@H:4]([C:14](OC)=O)[CH2:3]1.[C:18]1(P(C2C=CC=CC=2)C2C=CC=CC=2)C=CC=CC=1.[N:37]([C:45](OC(C)C)=O)=NC(OC(C)C)=O. The catalyst is C1COCC1. The product is [N:37]1[C:3]2[C:4](=[CH:14][CH:18]=[CH:6][CH:2]=2)[N:5]=[CH:7][CH:45]=1. The yield is 0.810. (5) The reactants are [C:1]([O:5][C:6]([NH:8][C:9]1[CH:17]=[CH:16][CH:15]=[C:14]2[C:10]=1[CH:11]=[N:12][N:13]2[CH:18]([C:23]1[CH:28]=[CH:27][C:26]([Cl:29])=[CH:25][CH:24]=1)[C:19]([O:21][CH3:22])=[O:20])=[O:7])([CH3:4])([CH3:3])[CH3:2].[CH2:30](I)[CH3:31].[H-].[Na+]. The catalyst is CN(C=O)C. The product is [C:1]([O:5][C:6]([NH:8][C:9]1[CH:17]=[CH:16][CH:15]=[C:14]2[C:10]=1[CH:11]=[N:12][N:13]2[C:18]([C:23]1[CH:28]=[CH:27][C:26]([Cl:29])=[CH:25][CH:24]=1)([CH2:30][CH3:31])[C:19]([O:21][CH3:22])=[O:20])=[O:7])([CH3:4])([CH3:2])[CH3:3]. The yield is 0.570. (6) The reactants are I[C:2]1[C:10]2[C:5](=[CH:6][CH:7]=[C:8]([NH:11][C:12](=[O:22])[C@H:13]([O:20][CH3:21])[C:14]3[CH:19]=[CH:18][CH:17]=[CH:16][CH:15]=3)[CH:9]=2)[NH:4][N:3]=1.[F:23][CH:24]1[CH:29]([O:30][C:31]2[CH:36]=[CH:35][C:34](B(O)O)=[CH:33][CH:32]=2)[CH2:28][CH2:27][N:26]([CH3:40])[CH2:25]1. No catalyst specified. The product is [F:23][C@@H:24]1[C@H:29]([O:30][C:31]2[CH:32]=[CH:33][C:34]([C:2]3[C:10]4[C:5](=[CH:6][CH:7]=[C:8]([NH:11][C:12](=[O:22])[C@H:13]([O:20][CH3:21])[C:14]5[CH:19]=[CH:18][CH:17]=[CH:16][CH:15]=5)[CH:9]=4)[NH:4][N:3]=3)=[CH:35][CH:36]=2)[CH2:28][CH2:27][N:26]([CH3:40])[CH2:25]1. The yield is 0.130. (7) The reactants are C[O:2][C:3]1[CH:8]=[CH:7][N:6]=[C:5]([C:9]2[N:13]3[CH:14]=[CH:15][CH:16]=[CH:17][C:12]3=[N:11][CH:10]=2)[N:4]=1.Br. No catalyst specified. The product is [N:11]1[CH:10]=[C:9]([C:5]2[N:4]=[C:3]([OH:2])[CH:8]=[CH:7][N:6]=2)[N:13]2[CH:14]=[CH:15][CH:16]=[CH:17][C:12]=12. The yield is 0.990.